The task is: Predict the reaction yield, written as a fraction of the theoretical maximum amount of product (1.0 means a 100% yield; for example, 0.34 means a 34% yield).. This data is from Reaction yield outcomes from USPTO patents with 853,638 reactions. (1) The reactants are [O:1]=[C:2]1[N:11]([CH2:12][C:13]2[CH:22]=[CH:21][C:16]([C:17]([O:19]C)=[O:18])=[CH:15][CH:14]=2)[C:10](=[O:23])[C:9]2[C:4](=[CH:5][CH:6]=[CH:7][CH:8]=2)[NH:3]1.[OH-].[Li+].O.Cl. The catalyst is C1COCC1. The product is [O:1]=[C:2]1[N:11]([CH2:12][C:13]2[CH:22]=[CH:21][C:16]([C:17]([OH:19])=[O:18])=[CH:15][CH:14]=2)[C:10](=[O:23])[C:9]2[C:4](=[CH:5][CH:6]=[CH:7][CH:8]=2)[NH:3]1. The yield is 0.880. (2) The reactants are [CH3:1][N:2]=[C:3]=[S:4].[Cl:5][C:6]1[CH:7]=[C:8]([C:12]2[O:16][N:15]=[C:14]([CH:17]3[CH2:21][CH2:20][CH2:19][NH:18]3)[CH:13]=2)[CH:9]=[CH:10][CH:11]=1. The catalyst is ClCCl. The product is [CH3:1][NH:2][C:3]([N:18]1[CH2:19][CH2:20][CH2:21][CH:17]1[C:14]1[CH:13]=[C:12]([C:8]2[CH:9]=[CH:10][CH:11]=[C:6]([Cl:5])[CH:7]=2)[O:16][N:15]=1)=[S:4]. The yield is 0.600. (3) The reactants are Cl.[Cl:2]C1C=C(C=CC=1)OC1C=C(C=CC=1OC)CC1C=CC(NS(C)(=O)=O)=NC=1.[Cl:30][C:31]1[CH:32]=[C:33]([CH:51]=[CH:52][CH:53]=1)[O:34][C:35]1[CH:36]=[C:37]([CH:46]=[CH:47][C:48]=1[O:49][CH3:50])[CH2:38][C:39]1[CH:40]=[CH:41][C:42]([NH2:45])=[N:43][CH:44]=1.CS(Cl)(=O)=O. The catalyst is N1C=CC=CC=1. The product is [ClH:2].[Cl:30][C:31]1[CH:32]=[C:33]([CH:51]=[CH:52][CH:53]=1)[O:34][C:35]1[CH:36]=[C:37]([CH:46]=[CH:47][C:48]=1[O:49][CH3:50])[CH2:38][C:39]1[CH:40]=[CH:41][C:42]([NH2:45])=[N:43][CH:44]=1. The yield is 0.380. (4) The reactants are CO[N:3]=[C:4]1[CH2:8][N:7]([C:9]([O:11][CH2:12][C:13]2[CH:18]=[CH:17][CH:16]=[CH:15][CH:14]=2)=[O:10])[CH2:6][CH:5]1[C:19]([O:21]C)=O.B.C1COCC1.C([O-])([O-])=O.[K+].[K+].[O:35](C(OC(C)(C)C)=O)[C:36]([O:38][C:39]([CH3:42])([CH3:41])[CH3:40])=O. The catalyst is C1COCC1.CCOC(C)=O.O. The product is [C:39]([O:38][C:36]([NH:3][C@H:4]1[C@@H:5]([CH2:19][OH:21])[CH2:6][N:7]([C:9]([O:11][CH2:12][C:13]2[CH:14]=[CH:15][CH:16]=[CH:17][CH:18]=2)=[O:10])[CH2:8]1)=[O:35])([CH3:42])([CH3:41])[CH3:40]. The yield is 0.380. (5) The reactants are Cl.Cl.Cl.NCC1CN(CC#CC2C=NC=CC=2[O:19][C:20]2[CH:25]=[CH:24][C:23]([NH:26][C:27](NC(=O)CC3C=CC(F)=CC=3)=[O:28])=[CH:22][C:21]=2[F:40])C1.[Cl:41][C:42]1[CH:47]=[C:46]([N+]([O-])=O)[CH:45]=[CH:44][N:43]=1.[C:51]([O-])([O-])=O.[K+].[K+]. The catalyst is CN(C=O)C. The product is [Cl:41][C:42]1[CH:47]=[C:46]([O:19][C:20]2[CH:25]=[CH:24][C:23]([NH:26][C:27](=[O:28])[CH3:51])=[CH:22][C:21]=2[F:40])[CH:45]=[CH:44][N:43]=1. The yield is 0.730. (6) The reactants are [C:1](Cl)(=[O:3])[CH3:2].[Cl-].[Al+3].[Cl-].[Cl-].[CH2:9]([CH:11]([CH2:17][C:18]1[CH:23]=[CH:22][C:21]([O:24][CH3:25])=[CH:20][CH:19]=1)[C:12]([O:14][CH2:15][CH3:16])=[O:13])[CH3:10]. The catalyst is ClCCl. The product is [C:1]([C:22]1[CH:23]=[C:18]([CH2:17][CH:11]([CH2:9][CH3:10])[C:12]([O:14][CH2:15][CH3:16])=[O:13])[CH:19]=[CH:20][C:21]=1[O:24][CH3:25])(=[O:3])[CH3:2]. The yield is 0.490. (7) The reactants are [O:1]=[C:2]1[CH2:7][CH2:6][CH:5]([N:8]2[C:13](=[O:14])[C:12]([CH2:15][C:16]3[CH:21]=[CH:20][C:19]([C:22]4[CH:27]=[CH:26][CH:25]=[CH:24][C:23]=4[C:28]4[NH:32][C:31](=[O:33])[O:30][N:29]=4)=[CH:18][CH:17]=3)=[C:11]([CH2:34][CH2:35][CH3:36])[N:10]3[N:37]=[CH:38][N:39]=[C:9]23)[CH2:4][CH2:3]1.C[Si](C)(C)O[CH2:43][C:44]([O:46][Si](C)(C)C)=[O:45].FC(F)(F)S(O[Si](C(C)(C)C)(C)C)(=O)=O.C(Cl)Cl. The catalyst is C(OCC)(=O)C. The product is [O:33]=[C:31]1[O:30][N:29]=[C:28]([C:23]2[CH:24]=[CH:25][CH:26]=[CH:27][C:22]=2[C:19]2[CH:18]=[CH:17][C:16]([CH2:15][C:12]3[C:13](=[O:14])[N:8]([CH:5]4[CH2:6][CH2:7][C:2]5([O:46][C:44](=[O:45])[CH2:43][O:1]5)[CH2:3][CH2:4]4)[C:9]4[N:10]([N:37]=[CH:38][N:39]=4)[C:11]=3[CH2:34][CH2:35][CH3:36])=[CH:21][CH:20]=2)[NH:32]1. The yield is 0.260.